This data is from Reaction yield outcomes from USPTO patents with 853,638 reactions. The task is: Predict the reaction yield, written as a fraction of the theoretical maximum amount of product (1.0 means a 100% yield; for example, 0.34 means a 34% yield). (1) The reactants are [CH3:1][O:2][C:3]1[CH:4]=[C:5]2[C:9](=[CH:10][CH:11]=1)[CH2:8][N:7]([C:12]1[N:17]=[C:16]([NH2:18])[CH:15]=[CH:14][N:13]=1)[CH2:6]2.Br[C:20]1[CH:25]=[CH:24][N:23]=[CH:22][CH:21]=1.C([O-])([O-])=O.[Cs+].[Cs+].CC(C1C=C(C(C)C)C(C2C=CC=CC=2P(C2CCCCC2)C2CCCCC2)=C(C(C)C)C=1)C. The catalyst is O1CCOCC1.C1C=CC(/C=C/C(/C=C/C2C=CC=CC=2)=O)=CC=1.C1C=CC(/C=C/C(/C=C/C2C=CC=CC=2)=O)=CC=1.C1C=CC(/C=C/C(/C=C/C2C=CC=CC=2)=O)=CC=1.[Pd].[Pd]. The product is [CH3:1][O:2][C:3]1[CH:4]=[C:5]2[C:9](=[CH:10][CH:11]=1)[CH2:8][N:7]([C:12]1[N:17]=[C:16]([NH:18][C:20]3[CH:25]=[CH:24][N:23]=[CH:22][CH:21]=3)[CH:15]=[CH:14][N:13]=1)[CH2:6]2. The yield is 0.269. (2) The reactants are [CH2:1]([O:8][C:9]1[CH:17]=[C:16]2[C:12]([C@H:13]([CH2:25][Cl:26])[CH2:14][N:15]2C(OC(C)(C)C)=O)=[C:11]2[C:27]([CH3:30])=[CH:28][S:29][C:10]=12)[C:2]1[CH:7]=[CH:6][CH:5]=[CH:4][CH:3]=1.Cl. The catalyst is C(Cl)Cl.CCOC(C)=O. The product is [CH2:1]([O:8][C:9]1[CH:17]=[C:16]2[C:12]([C@H:13]([CH2:25][Cl:26])[CH2:14][NH:15]2)=[C:11]2[C:27]([CH3:30])=[CH:28][S:29][C:10]=12)[C:2]1[CH:7]=[CH:6][CH:5]=[CH:4][CH:3]=1. The yield is 1.00.